This data is from Peptide-MHC class I binding affinity with 185,985 pairs from IEDB/IMGT. The task is: Regression. Given a peptide amino acid sequence and an MHC pseudo amino acid sequence, predict their binding affinity value. This is MHC class I binding data. (1) The peptide sequence is ITTDSRCPTQ. The MHC is HLA-A30:01 with pseudo-sequence HLA-A30:01. The binding affinity (normalized) is 0.375. (2) The peptide sequence is GLLIVKTVL. The MHC is HLA-A02:06 with pseudo-sequence HLA-A02:06. The binding affinity (normalized) is 0.138. (3) The peptide sequence is KCRVKMEKL. The MHC is HLA-A02:06 with pseudo-sequence HLA-A02:06. The binding affinity (normalized) is 0.0847.